Task: Predict which catalyst facilitates the given reaction.. Dataset: Catalyst prediction with 721,799 reactions and 888 catalyst types from USPTO (1) Reactant: [CH:1]([C:5]1[CH:10]=[CH:9][C:8]([N:11]2[C:20](=[O:21])[C:19]3[C:14](=[CH:15][CH:16]=[CH:17][CH:18]=3)[N:13]=[C:12]2[C:22]2[CH:27]=[C:26]([CH3:28])[C:25]([OH:29])=[C:24]([CH3:30])[CH:23]=2)=[CH:7][CH:6]=1)([CH2:3][CH3:4])[CH3:2].C(=O)([O-])[O-].[Cs+].[Cs+].Br[CH2:38][CH2:39][O:40][Si:41]([C:44]([CH3:47])([CH3:46])[CH3:45])([CH3:43])[CH3:42]. Product: [Si:41]([O:40][CH2:39][CH2:38][O:29][C:25]1[C:24]([CH3:30])=[CH:23][C:22]([C:12]2[N:11]([C:8]3[CH:7]=[CH:6][C:5]([CH:1]([CH2:3][CH3:4])[CH3:2])=[CH:10][CH:9]=3)[C:20](=[O:21])[C:19]3[C:14](=[CH:15][CH:16]=[CH:17][CH:18]=3)[N:13]=2)=[CH:27][C:26]=1[CH3:28])([C:44]([CH3:47])([CH3:46])[CH3:45])([CH3:43])[CH3:42]. The catalyst class is: 3. (2) Reactant: [Cl-].[Ca+2].[Cl-].[C:4]([CH:6]=[C:7]([NH:16][C:17](=O)[O:18]CC)[C:8]1[CH:13]=[CH:12][C:11]([Cl:14])=[CH:10][C:9]=1[Cl:15])#[N:5].[NH:22]([C:24]([CH:26]1[CH2:31][CH2:30][N:29]([C:32]([O:34][C:35]([CH3:38])([CH3:37])[CH3:36])=[O:33])[CH2:28][CH2:27]1)=O)[NH2:23].O. Product: [Cl:15][C:9]1[CH:10]=[C:11]([Cl:14])[CH:12]=[CH:13][C:8]=1[C:7]1[NH:16][C:17](=[O:18])[N:23]2[N:22]=[C:24]([CH:26]3[CH2:31][CH2:30][N:29]([C:32]([O:34][C:35]([CH3:38])([CH3:37])[CH3:36])=[O:33])[CH2:28][CH2:27]3)[N:5]=[C:4]2[CH:6]=1. The catalyst class is: 60. (3) Reactant: S(Cl)([Cl:3])=O.[CH3:5][C:6]1[O:10][C:9]([C:11]2[CH:16]=[CH:15][CH:14]=[CH:13][CH:12]=2)=[N:8][C:7]=1[CH2:17][O:18][C:19]1[CH:20]=[C:21]([CH:24]=[CH:25][CH:26]=1)[CH2:22]O.C1(C)C=CC=CC=1. Product: [Cl:3][CH2:22][C:21]1[CH:20]=[C:19]([CH:26]=[CH:25][CH:24]=1)[O:18][CH2:17][C:7]1[N:8]=[C:9]([C:11]2[CH:16]=[CH:15][CH:14]=[CH:13][CH:12]=2)[O:10][C:6]=1[CH3:5]. The catalyst class is: 6. (4) Reactant: C1(P(C2C=CC=CC=2)C2C=CC=CC=2)C=CC=CC=1.[C:20]([Cl:24])(Cl)(Cl)Cl.O[C:26]1[C:31](C)=[CH:30][N:29]2[N:33]=[CH:34][C:35]([C:36]([O:38][C:39]([CH3:42])([CH3:41])[CH3:40])=[O:37])=[C:28]2[N:27]=1. Product: [Cl:24][C:20]1[C:31]([CH3:26])=[CH:30][N:29]2[N:33]=[CH:34][C:35]([C:36]([O:38][C:39]([CH3:42])([CH3:41])[CH3:40])=[O:37])=[C:28]2[N:27]=1. The catalyst class is: 26. (5) Reactant: [CH3:1][O:2][C:3]1[CH:8]=[CH:7][C:6]([NH:9][C:10]2[N:11]([CH2:22][CH2:23][CH2:24][N:25]3[CH2:30][CH2:29][CH2:28][CH2:27][CH2:26]3)[C:12]3[CH:17]=[C:16]([C:18]([OH:20])=O)[N:15]=[CH:14][C:13]=3[N:21]=2)=[CH:5][CH:4]=1.CCN(CC)CC.CCN=C=NCCCN(C)C.Cl.C1C=CC2N(O)N=NC=2C=1.[CH2:60]([NH:64][CH2:65][CH2:66][CH2:67][CH3:68])[CH2:61][CH2:62][CH3:63]. Product: [CH2:60]([N:64]([CH2:65][CH2:66][CH2:67][CH3:68])[C:18]([C:16]1[N:15]=[CH:14][C:13]2[N:21]=[C:10]([NH:9][C:6]3[CH:5]=[CH:4][C:3]([O:2][CH3:1])=[CH:8][CH:7]=3)[N:11]([CH2:22][CH2:23][CH2:24][N:25]3[CH2:30][CH2:29][CH2:28][CH2:27][CH2:26]3)[C:12]=2[CH:17]=1)=[O:20])[CH2:61][CH2:62][CH3:63]. The catalyst class is: 3. (6) Reactant: Cl.CO[C:4](=[O:14])[CH2:5][C@H:6]([NH2:13])[C:7]1[CH:12]=[CH:11][CH:10]=[CH:9][CH:8]=1.C(N(CC)CC)C.[F:22][C:23]1([F:32])[CH2:28][CH2:27][CH:26]([C:29](O)=[O:30])[CH2:25][CH2:24]1.C(N=C=NC(C)C)(C)C. Product: [CH3:4][CH2:5][CH2:6][CH:7]([CH3:12])[CH3:8].[C:7]1([C@@H:6]([NH:13][C:29]([CH:26]2[CH2:27][CH2:28][C:23]([F:32])([F:22])[CH2:24][CH2:25]2)=[O:30])[CH2:5][CH2:4][OH:14])[CH:8]=[CH:9][CH:10]=[CH:11][CH:12]=1. The catalyst class is: 2. (7) Reactant: [CH3:1][C:2]1[N:3]([C:8]2[CH:12]=[C:11]([CH:13]=[O:14])[N:10]([CH3:15])[N:9]=2)[C:4]([CH3:7])=[CH:5][CH:6]=1.[BH4-].[Na+].O. Product: [CH3:1][C:2]1[N:3]([C:8]2[CH:12]=[C:11]([CH2:13][OH:14])[N:10]([CH3:15])[N:9]=2)[C:4]([CH3:7])=[CH:5][CH:6]=1. The catalyst class is: 7. (8) Product: [N:13]1[CH:14]=[CH:15][CH:16]=[CH:17][C:12]=1[CH2:11][NH:10][C:7]1[CH:6]=[CH:5][C:4]([NH2:1])=[CH:9][N:8]=1. Reactant: [N+:1]([C:4]1[CH:5]=[CH:6][C:7]([NH:10][CH2:11][C:12]2[CH:17]=[CH:16][CH:15]=[CH:14][N:13]=2)=[N:8][CH:9]=1)([O-])=O. The catalyst class is: 541. (9) Reactant: [F:1][C:2]1[CH:7]=[CH:6][CH:5]=[C:4]([OH:8])[C:3]=1[C:9]1[N:18]=[C:17]([N:19]2[CH2:24][CH2:23][N:22]([C:25](=[O:32])[C@H:26]([OH:31])[CH2:27][CH:28]([CH3:30])[CH3:29])[CH2:21][CH2:20]2)[C:16]2[C:11](=[CH:12][C:13]([CH3:33])=[CH:14][CH:15]=2)[N:10]=1.CCOCC.[ClH:39]. Product: [ClH:39].[F:1][C:2]1[CH:7]=[CH:6][CH:5]=[C:4]([OH:8])[C:3]=1[C:9]1[N:18]=[C:17]([N:19]2[CH2:20][CH2:21][N:22]([C:25](=[O:32])[C@H:26]([OH:31])[CH2:27][CH:28]([CH3:29])[CH3:30])[CH2:23][CH2:24]2)[C:16]2[C:11](=[CH:12][C:13]([CH3:33])=[CH:14][CH:15]=2)[N:10]=1. The catalyst class is: 2. (10) Reactant: CN(C=O)C.[CH:6]1([C:11]2([CH3:18])[NH:15][C:14](=[O:16])[NH:13][C:12]2=[O:17])[CH2:10][CH2:9][CH2:8][CH2:7]1.C([O-])([O-])=O.[K+].[K+].Br[CH2:26][C:27]([C:29]1[CH:34]=[CH:33][CH:32]=[CH:31][CH:30]=1)=[O:28]. Product: [CH:6]1([C:11]2([CH3:18])[NH:15][C:14](=[O:16])[N:13]([CH2:26][C:27](=[O:28])[C:29]3[CH:34]=[CH:33][CH:32]=[CH:31][CH:30]=3)[C:12]2=[O:17])[CH2:7][CH2:8][CH2:9][CH2:10]1. The catalyst class is: 6.